Task: Predict the reactants needed to synthesize the given product.. Dataset: Full USPTO retrosynthesis dataset with 1.9M reactions from patents (1976-2016) (1) Given the product [C:1]([O:5][CH3:6])(=[O:4])[CH:2]=[CH2:3].[C:7]([OH:11])(=[O:10])[CH:8]=[CH2:9], predict the reactants needed to synthesize it. The reactants are: [C:1]([O:5][CH3:6])(=[O:4])[CH:2]=[CH2:3].[C:7]([OH:11])(=[O:10])[CH:8]=[CH2:9]. (2) Given the product [CH2:1]([O:3][C:4]1[CH:5]=[C:6]([CH:12]([N:17]2[CH2:25][C:24]3[C:19](=[CH:20][CH:21]=[CH:22][CH:23]=3)[C:18]2=[O:26])[CH2:13][C:14]([NH:28][O:36][CH3:37])=[O:16])[CH:7]=[CH:8][C:9]=1[O:10][CH3:11])[CH3:2], predict the reactants needed to synthesize it. The reactants are: [CH2:1]([O:3][C:4]1[CH:5]=[C:6]([CH:12]([N:17]2[CH2:25][C:24]3[C:19](=[CH:20][CH:21]=[CH:22][CH:23]=3)[C:18]2=[O:26])[CH2:13][C:14]([OH:16])=O)[CH:7]=[CH:8][C:9]=1[O:10][CH3:11])[CH3:2].C[N:28]1CCCCC1.CC[O:36][CH2:37]C.